This data is from Full USPTO retrosynthesis dataset with 1.9M reactions from patents (1976-2016). The task is: Predict the reactants needed to synthesize the given product. (1) Given the product [CH2:24]([O:23][C:21](=[O:22])[C:20]([OH:26])=[CH:18][C:17]([C:14]1[CH:15]=[CH:16][C:11]([C:5]2[CH:6]=[CH:7][C:8]([OH:9])=[C:3]([CH2:1][CH3:2])[CH:4]=2)=[CH:12][CH:13]=1)=[O:19])[CH3:25], predict the reactants needed to synthesize it. The reactants are: [CH2:1]([C:3]1[CH:4]=[C:5]([C:11]2[CH:16]=[CH:15][C:14]([C:17](=[O:19])[CH3:18])=[CH:13][CH:12]=2)[CH:6]=[CH:7][C:8]=1[O:9]C)[CH3:2].[C:20](OCC)(=[O:26])[C:21]([O:23][CH2:24][CH3:25])=[O:22].CC([O-])(C)C.[K+].CO. (2) Given the product [CH3:10][O:1][C:2]1[CH:3]=[C:4]([CH:7]=[CH:8][CH:9]=1)[CH:5]=[O:6], predict the reactants needed to synthesize it. The reactants are: [OH:1][C:2]1[CH:3]=[C:4]([CH:7]=[CH:8][CH:9]=1)[CH:5]=[O:6].[C:10]([O-])([O-])=O.[K+].[K+].O. (3) Given the product [CH3:16][C:11]1[CH:12]=[CH:13][CH:14]=[CH:15][C:10]=1[C:9]1[C:5]2[CH:4]=[C:3]([CH2:2][O:19][C:20]3[CH:21]=[CH:22][C:23]([CH:26]([C:32]#[C:33][CH3:34])[CH2:27][C:28]([O:30][CH3:31])=[O:29])=[CH:24][CH:25]=3)[CH:18]=[CH:17][C:6]=2[S:7][CH:8]=1, predict the reactants needed to synthesize it. The reactants are: Cl[CH2:2][C:3]1[CH:18]=[CH:17][C:6]2[S:7][CH:8]=[C:9]([C:10]3[CH:15]=[CH:14][CH:13]=[CH:12][C:11]=3[CH3:16])[C:5]=2[CH:4]=1.[OH:19][C:20]1[CH:25]=[CH:24][C:23]([CH:26]([C:32]#[C:33][CH3:34])[CH2:27][C:28]([O:30][CH3:31])=[O:29])=[CH:22][CH:21]=1. (4) Given the product [C:12]([C:2]1[C:3]2[S:11][CH:10]=[CH:9][C:4]=2[C:5](=[O:8])[NH:6][CH:7]=1)#[N:13], predict the reactants needed to synthesize it. The reactants are: Br[C:2]1[C:3]2[S:11][CH:10]=[CH:9][C:4]=2[C:5](=[O:8])[NH:6][CH:7]=1.[C:12]([Cu])#[N:13].Cl. (5) Given the product [Cl:33][C:30]1[CH:31]=[CH:32][C:23]([NH:22][C:18]2[CH:17]=[C:16]3[C:21](=[CH:20][CH:19]=2)[N:13]([CH2:12][C:11]2[CH:34]=[CH:35][CH:36]=[C:9]([OH:8])[CH:10]=2)[CH:14]=[CH:15]3)=[C:24]([CH:29]=1)[C:25]([O:27][CH3:28])=[O:26], predict the reactants needed to synthesize it. The reactants are: [Si]([O:8][C:9]1[CH:10]=[C:11]([CH:34]=[CH:35][CH:36]=1)[CH2:12][N:13]1[C:21]2[C:16](=[CH:17][C:18]([NH:22][C:23]3[CH:32]=[CH:31][C:30]([Cl:33])=[CH:29][C:24]=3[C:25]([O:27][CH3:28])=[O:26])=[CH:19][CH:20]=2)[CH:15]=[CH:14]1)(C(C)(C)C)(C)C.[F-].C([N+](CCCC)(CCCC)CCCC)CCC.O1CCCC1.O.C(OCC)(=O)C.